From a dataset of NCI-60 drug combinations with 297,098 pairs across 59 cell lines. Regression. Given two drug SMILES strings and cell line genomic features, predict the synergy score measuring deviation from expected non-interaction effect. (1) Synergy scores: CSS=45.1, Synergy_ZIP=-13.2, Synergy_Bliss=-17.2, Synergy_Loewe=-7.91, Synergy_HSA=-6.84. Drug 2: C1=C(C(=O)NC(=O)N1)F. Drug 1: CC1=C2C(C(=O)C3(C(CC4C(C3C(C(C2(C)C)(CC1OC(=O)C(C(C5=CC=CC=C5)NC(=O)OC(C)(C)C)O)O)OC(=O)C6=CC=CC=C6)(CO4)OC(=O)C)OC)C)OC. Cell line: SK-MEL-5. (2) Drug 1: CC1=C2C(C(=O)C3(C(CC4C(C3C(C(C2(C)C)(CC1OC(=O)C(C(C5=CC=CC=C5)NC(=O)C6=CC=CC=C6)O)O)OC(=O)C7=CC=CC=C7)(CO4)OC(=O)C)O)C)OC(=O)C. Drug 2: C1=CC=C(C(=C1)C(C2=CC=C(C=C2)Cl)C(Cl)Cl)Cl. Cell line: NCI-H460. Synergy scores: CSS=-2.18, Synergy_ZIP=0.955, Synergy_Bliss=0.324, Synergy_Loewe=-0.733, Synergy_HSA=-1.03. (3) Drug 1: CC1=C(C=C(C=C1)NC(=O)C2=CC=C(C=C2)CN3CCN(CC3)C)NC4=NC=CC(=N4)C5=CN=CC=C5. Drug 2: C(CC(=O)O)C(=O)CN.Cl. Cell line: K-562. Synergy scores: CSS=42.0, Synergy_ZIP=2.12, Synergy_Bliss=-2.76, Synergy_Loewe=-41.1, Synergy_HSA=-8.94.